From a dataset of Experimentally validated miRNA-target interactions with 360,000+ pairs, plus equal number of negative samples. Binary Classification. Given a miRNA mature sequence and a target amino acid sequence, predict their likelihood of interaction. (1) The miRNA is mmu-miR-471-3p with sequence UGAAAGGUGCCAUACUAUGUAU. The protein sequence of the target gene is MATANGAVENGQPDRKPPALPRPIRNLEVKFTKIFINNEWHESKSGKKFATCNPSTREQICEVEEGDKPDVDKAVEAAQVAFQRGSPWRRLDALSRGRLLHQLADLVERDRATLAALETMDTGKPFLHAFFIDLEGCIRTLRYFAGWADKIQGKTIPTDDNVVCFTRHEPIGVCGAITPWNFPLLMLVWKLAPALCCGNTMVLKPAEQTPLTALYLGSLIKEAGFPPGVVNIVPGFGPTVGAAISSHPQINKIAFTGSTEVGKLVKEAASRSNLKRVTLELGGKNPCIVCADADLDLAVE.... Result: 0 (no interaction). (2) The miRNA is mmu-miR-676-5p with sequence ACUCUACAACCUUAGGACUUGC. The protein sequence of the target gene is MPSESFCLAAQSRLDSKWLKTDIQLAFTRDGLCGLWNEMVKDGEIVYTGTELAQNRELPLRKDDGVDAQSGTKKEDLNDKEKKEEEETPAPVYRAKSILESWVWGRQPDVNELKECLSVLVKEQQALAVQSATTTLSALRLKQRLVILERYFIALNRTVFQENVKVKWKSSSISVPPTEKKSARPTGRGVEGLARVGSRAALSFAFAFLRRAWRSGEDADLCSELLQESLDALRALPEASLFDESTVSSVWLEVVERATRFLRSVVTGDVHGTPGTKGPGGVPLQDQHLALAILLELAVQ.... Result: 0 (no interaction). (3) Result: 0 (no interaction). The protein sequence of the target gene is MAGNLLSGAGRRLWDWVPLACRSFSLGVPRLIGIRLTLPPPKVVDRWNEKRAMFGVYDNIGILGNFEKHPKELIRGPIWLRGWKGNELQRCIRKRKMVGSRMFADDLHNLNKRIRYLYKHFNRHGKFR. The miRNA is mmu-miR-592-5p with sequence AUUGUGUCAAUAUGCGAUGAUGU. (4) The miRNA is mmu-miR-339-5p with sequence UCCCUGUCCUCCAGGAGCUCACG. The protein sequence of the target gene is MSQKMAKEGPRLSKNQKFSEHFSIHCCPPFTFLNSKREIVDRKYSICKSGCFYQKKEEDWICCACQKTSRRATSPQRPKHQPAASPVVVRAPPAKPKSPLMPAKPRSPPRPAKPRSPSRTERQPRPRPEVRPPPAKQKPPQKSKQPARSSPLRGPGTSRGGSPTRAPRFW. Result: 0 (no interaction). (5) The miRNA is mmu-miR-5626-3p with sequence CAGCAGUUGAGUGAUGUGACAC. The protein sequence of the target gene is MRERSQDSQAGLTLYVGLFGHLGMLHRTKYSRFRNESITSLDEGSPGGSVGNKGSSPPPYPALAPHLPTEDATVSSQESPTALCTLIPRMASMKLANPITFLGLKTFCLGTKQVSRLKLQENQDQTPSRPASPESNLNRTGPAPAPDPDQVGRRPTSLRPDTCPLPGPGEPSPRSKQDGPPLQHLLGNGLNYCVRYMGCIEVLQSMRSLDFGMRTQVTREAISRLCEAVPGAHGAIKKRKAPVKFLTTVLGKSNLQFSGMNIKLTVSTSSLTLMNLDNQQIIANHQMQSISFASGGDPDT.... Result: 0 (no interaction). (6) The miRNA is hsa-miR-130b-5p with sequence ACUCUUUCCCUGUUGCACUAC. The protein sequence of the target gene is MGKSDFLTPKAIANRIKSKGLQKLRWYCQMCQKQCRDENGFKCHCMSESHQRQLLLASENPQQFMDYFSEEFRNDFLELLRRRFGTKRVHNNIVYNEYISHREHIHMNATQWETLTDFTKWLGREGLCKVDETPKGWYIQYIDRDPETIRRQLELEKKKKQDLDDEEKTAKFIEEQVRRGLEGKEQEVPTFTELSRENDEEKVTFNLSKGACSSSGATSSKSSTLGPSALKTIGSSASVKRKESSQSSTQSKEKKKKKSALDEIMEIEEEKKRTARTDYWLQPEIIVKIITKKLGEKYHK.... Result: 1 (interaction).